This data is from Full USPTO retrosynthesis dataset with 1.9M reactions from patents (1976-2016). The task is: Predict the reactants needed to synthesize the given product. (1) Given the product [C:1]([O:5][C:6]([NH:8][C@@H:9]([C@@H:18]([C:34]([N:36]([CH3:37])[CH3:38])=[O:35])[C:19]1[CH:20]=[CH:21][C:22]([OH:39])=[CH:23][CH:24]=1)[C:10]([N:12]1[CH2:16][CH2:15][C@H:14]([F:17])[CH2:13]1)=[O:11])=[O:7])([CH3:4])([CH3:3])[CH3:2], predict the reactants needed to synthesize it. The reactants are: [C:1]([O:5][C:6]([NH:8][C@@H:9]([C@@H:18]([C:34]([N:36]([CH3:38])[CH3:37])=[O:35])[C:19]1[CH:24]=[CH:23][C:22](B2OC(C)(C)C(C)(C)O2)=[CH:21][CH:20]=1)[C:10]([N:12]1[CH2:16][CH2:15][C@H:14]([F:17])[CH2:13]1)=[O:11])=[O:7])([CH3:4])([CH3:3])[CH3:2].[OH:39]O.Cl.O. (2) Given the product [CH2:19]([O:21][C:22](=[O:36])[C:23]([CH2:14][C:13]1[CH:16]=[CH:17][C:10]([O:9][CH2:2][C:3]2[CH:8]=[CH:7][CH:6]=[CH:5][CH:4]=2)=[CH:11][CH:12]=1)([NH:28][C:29]([O:31][C:32]([CH3:35])([CH3:34])[CH3:33])=[O:30])[C:24]([F:27])([F:26])[F:25])[CH3:20], predict the reactants needed to synthesize it. The reactants are: [Mg].[CH2:2]([O:9][C:10]1[CH:17]=[CH:16][C:13]([CH2:14]Cl)=[CH:12][CH:11]=1)[C:3]1[CH:8]=[CH:7][CH:6]=[CH:5][CH:4]=1.[Cl-].[CH2:19]([O:21][C:22](=[O:36])[C:23](=[N:28][C:29]([O:31][C:32]([CH3:35])([CH3:34])[CH3:33])=[O:30])[C:24]([F:27])([F:26])[F:25])[CH3:20].